This data is from Peptide-MHC class I binding affinity with 185,985 pairs from IEDB/IMGT. The task is: Regression. Given a peptide amino acid sequence and an MHC pseudo amino acid sequence, predict their binding affinity value. This is MHC class I binding data. The MHC is HLA-A11:01 with pseudo-sequence HLA-A11:01. The binding affinity (normalized) is 0.195. The peptide sequence is GMKRSFYVY.